This data is from Catalyst prediction with 721,799 reactions and 888 catalyst types from USPTO. The task is: Predict which catalyst facilitates the given reaction. (1) Reactant: [Cl:1][C:2]1[C:9]([Cl:10])=[C:8]([OH:11])[CH:7]=[CH:6][C:3]=1[CH:4]=[O:5].[F:12][C:13]([F:26])([F:25])[S:14](O[S:14]([C:13]([F:26])([F:25])[F:12])(=[O:16])=[O:15])(=[O:16])=[O:15].Cl.C(OCC)C. Product: [F:12][C:13]([F:26])([F:25])[S:14]([O:11][C:8]1[CH:7]=[CH:6][C:3]([CH:4]=[O:5])=[C:2]([Cl:1])[C:9]=1[Cl:10])(=[O:16])=[O:15]. The catalyst class is: 17. (2) Reactant: [CH3:1][C:2]1[CH:11]=[CH:10][CH:9]=[C:8]2[C:3]=1[C:4](=[O:30])[N:5]([C:23]1[CH:28]=[CH:27][CH:26]=[CH:25][C:24]=1[CH3:29])[C:6]([CH:12]([NH:15]C(=O)OC(C)(C)C)[CH2:13][CH3:14])=[N:7]2.Cl. Product: [NH2:15][CH:12]([C:6]1[N:5]([C:23]2[CH:28]=[CH:27][CH:26]=[CH:25][C:24]=2[CH3:29])[C:4](=[O:30])[C:3]2[C:8](=[CH:9][CH:10]=[CH:11][C:2]=2[CH3:1])[N:7]=1)[CH2:13][CH3:14]. The catalyst class is: 161.